Dataset: Catalyst prediction with 721,799 reactions and 888 catalyst types from USPTO. Task: Predict which catalyst facilitates the given reaction. (1) Reactant: CC1(C)CCCC(C)(C)N1[Mg]Cl.[Cl-].[Li+].[Cl:15][C:16]1[CH:17]=[C:18]([C:22]2[N:30]=[C:29]([C:31]#[N:32])[N:28]=[C:27]3[C:23]=2[N:24]([CH2:33][C@H:34]2[CH2:39][CH2:38][C@H:37]([CH3:40])[CH2:36][CH2:35]2)[CH:25]=[N:26]3)[CH:19]=[CH:20][CH:21]=1.[CH:41](=[O:48])[C:42]1[CH:47]=[CH:46][CH:45]=[CH:44][CH:43]=1. Product: [Cl:15][C:16]1[CH:17]=[C:18]([C:22]2[N:30]=[C:29]([C:31]#[N:32])[N:28]=[C:27]3[C:23]=2[N:24]([CH2:33][C@H:34]2[CH2:39][CH2:38][C@H:37]([CH3:40])[CH2:36][CH2:35]2)[C:25]([CH:41]([OH:48])[C:42]2[CH:47]=[CH:46][CH:45]=[CH:44][CH:43]=2)=[N:26]3)[CH:19]=[CH:20][CH:21]=1. The catalyst class is: 1. (2) Reactant: [CH3:1][C:2]1[O:3][C:4]([CH3:10])=[CH:5][C:6]=1[C:7](Cl)=[O:8].[NH2:11][C:12]1[CH:13]=[C:14]([CH:31]=[CH:32][C:33]=1[CH3:34])[O:15][C:16]1[CH:17]=[CH:18][C:19]2[N:20]([N:22]=[C:23]([NH:25][C:26]([CH:28]3[CH2:30][CH2:29]3)=[O:27])[N:24]=2)[CH:21]=1. Product: [CH:28]1([C:26]([NH:25][C:23]2[N:24]=[C:19]3[CH:18]=[CH:17][C:16]([O:15][C:14]4[CH:31]=[CH:32][C:33]([CH3:34])=[C:12]([NH:11][C:7]([C:6]5[CH:5]=[C:4]([CH3:10])[O:3][C:2]=5[CH3:1])=[O:8])[CH:13]=4)=[CH:21][N:20]3[N:22]=2)=[O:27])[CH2:29][CH2:30]1. The catalyst class is: 80. (3) Reactant: ClN1C(=O)CCC1=O.[F:9][C:10]1[C:19]2[C:14](=[CH:15][CH:16]=[CH:17][CH:18]=2)[C:13]([CH:20]=[N:21][OH:22])=[CH:12][CH:11]=1.[Cl:23][C:24]1[CH:29]=[C:28]([C:30]([C:32]([F:35])([F:34])[F:33])=[CH2:31])[CH:27]=[C:26]([Cl:36])[CH:25]=1.C(N(CC)CC)C. Product: [Cl:23][C:24]1[CH:29]=[C:28]([C:30]2([C:32]([F:35])([F:33])[F:34])[O:22][N:21]=[C:20]([C:13]3[C:14]4[C:19](=[CH:18][CH:17]=[CH:16][CH:15]=4)[C:10]([F:9])=[CH:11][CH:12]=3)[CH2:31]2)[CH:27]=[C:26]([Cl:36])[CH:25]=1. The catalyst class is: 18. (4) Product: [F:15][C:16]1[CH:26]=[CH:25][CH:24]=[C:23]([F:27])[C:17]=1[C:18]([NH:20][C:21](=[O:22])[N:8]([C:7]1[CH:10]=[CH:11][C:4]([S:3][CH:2]([F:14])[F:1])=[C:5]([CH3:13])[C:6]=1[CH3:12])[CH3:9])=[O:19]. The catalyst class is: 310. Reactant: [F:1][CH:2]([F:14])[S:3][C:4]1[CH:11]=[CH:10][C:7]([NH:8][CH3:9])=[C:6]([CH3:12])[C:5]=1[CH3:13].[F:15][C:16]1[CH:26]=[CH:25][CH:24]=[C:23]([F:27])[C:17]=1[C:18]([N:20]=[C:21]=[O:22])=[O:19]. (5) Reactant: [O:1]=[C:2]1[CH2:11][C:10]2[C:9]([N:12]3[CH2:17][CH2:16][N:15]([CH2:18][CH2:19][CH2:20][CH2:21][O:22][C:23]4[N:32]=[C:31]5[C:26]([CH:27]=[CH:28][C:29](=[O:33])[NH:30]5)=[CH:25][CH:24]=4)[CH2:14][CH2:13]3)=[CH:8][CH:7]=[CH:6][C:5]=2[CH2:4][CH2:3]1.[BH4-].[Na+]. Product: [OH:1][CH:2]1[CH2:11][C:10]2[C:9]([N:12]3[CH2:13][CH2:14][N:15]([CH2:18][CH2:19][CH2:20][CH2:21][O:22][C:23]4[N:32]=[C:31]5[C:26]([CH:27]=[CH:28][C:29](=[O:33])[NH:30]5)=[CH:25][CH:24]=4)[CH2:16][CH2:17]3)=[CH:8][CH:7]=[CH:6][C:5]=2[CH2:4][CH2:3]1. The catalyst class is: 5.